Dataset: Catalyst prediction with 721,799 reactions and 888 catalyst types from USPTO. Task: Predict which catalyst facilitates the given reaction. (1) Reactant: [H-].[Na+].[C:3]([O:7][C:8](=[O:39])[N:9]([CH3:38])[CH:10]([CH3:37])[C:11]([NH:13][C:14]1[CH:19]=[CH:18][C:17]([NH:20][C:21]([CH:23]2[CH2:28][CH2:27][O:26][CH2:25][CH2:24]2)=[O:22])=[C:16]([C:29]#[C:30][C:31]2[CH:36]=[CH:35][CH:34]=[CH:33][CH:32]=2)[N:15]=1)=[O:12])([CH3:6])([CH3:5])[CH3:4].[CH3:40]OS(OC)(=O)=O. Product: [C:3]([O:7][C:8](=[O:39])[N:9]([CH3:38])[CH:10]([CH3:37])[C:11]([NH:13][C:14]1[CH:19]=[CH:18][C:17]([N:20]([CH3:40])[C:21]([CH:23]2[CH2:24][CH2:25][O:26][CH2:27][CH2:28]2)=[O:22])=[C:16]([C:29]#[C:30][C:31]2[CH:32]=[CH:33][CH:34]=[CH:35][CH:36]=2)[N:15]=1)=[O:12])([CH3:5])([CH3:6])[CH3:4]. The catalyst class is: 1. (2) Reactant: [F:1][C:2]1[N:3]=[CH:4][C:5]2[C:10]([CH:11]=1)=[CH:9][C:8]([C:12]1[S:16][C:15]([NH2:17])=[N:14][N:13]=1)=[CH:7][CH:6]=2.[C:18](O[C:18]([O:20][C:21]([CH3:24])([CH3:23])[CH3:22])=[O:19])([O:20][C:21]([CH3:24])([CH3:23])[CH3:22])=[O:19].[Br-].[Li+]. Product: [F:1][C:2]1[N:3]=[CH:4][C:5]2[C:10]([CH:11]=1)=[CH:9][C:8]([C:12]1[S:16][C:15]([NH:17][C:18](=[O:19])[O:20][C:21]([CH3:24])([CH3:23])[CH3:22])=[N:14][N:13]=1)=[CH:7][CH:6]=2. The catalyst class is: 630.